Dataset: Merck oncology drug combination screen with 23,052 pairs across 39 cell lines. Task: Regression. Given two drug SMILES strings and cell line genomic features, predict the synergy score measuring deviation from expected non-interaction effect. Drug 1: NC1(c2ccc(-c3nc4ccn5c(=O)[nH]nc5c4cc3-c3ccccc3)cc2)CCC1. Drug 2: CNC(=O)c1cc(Oc2ccc(NC(=O)Nc3ccc(Cl)c(C(F)(F)F)c3)cc2)ccn1. Cell line: UACC62. Synergy scores: synergy=12.5.